Dataset: CYP3A4 inhibition data for predicting drug metabolism from PubChem BioAssay. Task: Regression/Classification. Given a drug SMILES string, predict its absorption, distribution, metabolism, or excretion properties. Task type varies by dataset: regression for continuous measurements (e.g., permeability, clearance, half-life) or binary classification for categorical outcomes (e.g., BBB penetration, CYP inhibition). Dataset: cyp3a4_veith. (1) The compound is Nc1nc(Br)c2c(F)cccc2c1-c1ccc(F)cc1. The result is 1 (inhibitor). (2) The compound is ClC(Cl)(Cl)C(N1CCN(c2ccccc2)CC1)N1CCN(c2ccccc2)CC1. The result is 0 (non-inhibitor). (3) The molecule is O=C(CN1C(=O)NC2(CCCC2)C1=O)NCCC1=CCCCC1. The result is 0 (non-inhibitor). (4) The drug is C[C@@H](c1ccccc1)N1CCN([C@H](C)c2ccccc2)CC1. The result is 0 (non-inhibitor). (5) The molecule is CCCCCOc1ccc(NC(=O)C(=O)NCCC2=CCCCC2)cc1. The result is 0 (non-inhibitor). (6) The molecule is COC(=O)[C@H](Cc1ccccc1)NC(=O)[C@@H](C)CO. The result is 0 (non-inhibitor). (7) The drug is C=CC(=O)N1C(=O)c2ccccc2S1(=O)=O. The result is 0 (non-inhibitor).